This data is from Full USPTO retrosynthesis dataset with 1.9M reactions from patents (1976-2016). The task is: Predict the reactants needed to synthesize the given product. (1) Given the product [CH3:1][O:2][C:3]1[CH:4]=[C:5]([NH:15][C:23]2[N:22]=[C:21]([CH2:20][C:19]3[CH:18]=[C:17]([F:16])[C:30]([F:31])=[C:29]([F:32])[CH:28]=3)[CH:26]=[CH:25][N:24]=2)[CH:6]=[CH:7][C:8]=1[N:9]1[CH:13]=[C:12]([CH3:14])[N:11]=[CH:10]1, predict the reactants needed to synthesize it. The reactants are: [CH3:1][O:2][C:3]1[CH:4]=[C:5]([NH2:15])[CH:6]=[CH:7][C:8]=1[N:9]1[CH:13]=[C:12]([CH3:14])[N:11]=[CH:10]1.[F:16][C:17]1[CH:18]=[C:19]([CH:28]=[C:29]([F:32])[C:30]=1[F:31])[CH2:20][C:21]1[CH:26]=[CH:25][N:24]=[C:23](Cl)[N:22]=1. (2) The reactants are: [OH:1][CH:2]1[CH:7]([C:8]2[CH:13]=[CH:12][C:11]([OH:14])=[CH:10][CH:9]=2)[CH2:6][CH2:5][N:4]([C:15]([O:17][C:18]([CH3:21])([CH3:20])[CH3:19])=[O:16])[CH2:3]1.Br[CH2:23][CH2:24][CH2:25][O:26][C:27]1[C:32]([F:33])=[CH:31][CH:30]=[CH:29][C:28]=1[F:34]. Given the product [F:33][C:32]1[CH:31]=[CH:30][CH:29]=[C:28]([F:34])[C:27]=1[O:26][CH2:25][CH2:24][CH2:23][O:14][C:11]1[CH:10]=[CH:9][C:8]([CH:7]2[CH2:6][CH2:5][N:4]([C:15]([O:17][C:18]([CH3:21])([CH3:20])[CH3:19])=[O:16])[CH2:3][CH:2]2[OH:1])=[CH:13][CH:12]=1, predict the reactants needed to synthesize it. (3) The reactants are: [Cl:1][C:2]1[N:3]=[C:4]([OH:13])[C:5]2[N:6]([N:8]=[CH:9][C:10]=2[C:11]#[N:12])[CH:7]=1.O[C@H:15]([C@H:17]1[CH2:21][N:20]([C@@H:22]([C:24]2[CH:29]=[CH:28][C:27]([O:30][CH3:31])=[CH:26][CH:25]=2)[CH3:23])[C:19](=[O:32])[CH2:18]1)[CH3:16].C1C=CC(P(C2C=CC=CC=2)C2C=CC=CC=2)=CC=1.N(C(OCC)=O)=NC(OCC)=O. Given the product [Cl:1][C:2]1[N:3]=[C:4]([O:13][C@@H:15]([C@@H:17]2[CH2:18][C:19](=[O:32])[N:20]([C@@H:22]([C:24]3[CH:25]=[CH:26][C:27]([O:30][CH3:31])=[CH:28][CH:29]=3)[CH3:23])[CH2:21]2)[CH3:16])[C:5]2[N:6]([N:8]=[CH:9][C:10]=2[C:11]#[N:12])[CH:7]=1, predict the reactants needed to synthesize it. (4) Given the product [N+:33]([C:36]1[CH:37]=[CH:38][C:39]([C:40]([O:32][CH2:31][C@H:29]2[CH2:28][C@@H:27]([C:8]3[N:4]4[CH:5]=[CH:6][N:7]=[C:2]([Cl:1])[C:3]4=[C:10]([C:11]4[CH:20]=[C:19]5[C:14]([CH:15]=[CH:16][C:17]([C:21]6[CH:26]=[CH:25][CH:24]=[CH:23][CH:22]=6)=[N:18]5)=[CH:13][CH:12]=4)[N:9]=3)[CH2:30]2)=[O:41])=[CH:43][CH:44]=1)([O-:35])=[O:34], predict the reactants needed to synthesize it. The reactants are: [Cl:1][C:2]1[C:3]2[N:4]([C:8]([CH:27]3[CH2:30][CH:29]([CH2:31][OH:32])[CH2:28]3)=[N:9][C:10]=2[C:11]2[CH:20]=[C:19]3[C:14]([CH:15]=[CH:16][C:17]([C:21]4[CH:26]=[CH:25][CH:24]=[CH:23][CH:22]=4)=[N:18]3)=[CH:13][CH:12]=2)[CH:5]=[CH:6][N:7]=1.[N+:33]([C:36]1[CH:44]=[CH:43][C:39]([C:40](Cl)=[O:41])=[CH:38][CH:37]=1)([O-:35])=[O:34].C(N(CC)C(C)C)(C)C.